This data is from Full USPTO retrosynthesis dataset with 1.9M reactions from patents (1976-2016). The task is: Predict the reactants needed to synthesize the given product. The reactants are: [CH3:1][N:2]([CH3:36])[CH:3]([CH2:15][O:16][CH2:17][CH2:18][CH2:19][CH2:20][CH2:21][CH2:22][CH2:23][CH2:24][CH:25]1C[CH:26]1[CH2:28][CH2:29][CH2:30][CH2:31][CH2:32][CH2:33][CH2:34][CH3:35])[CH2:4][O:5][CH2:6][CH2:7][CH2:8][CH2:9][CH2:10][C:11]([O:13][CH3:14])=[O:12].CN(C)C(COCCCCCCCC)COCCCCCCCCC1CC1CCCCCCC(OC)=O. Given the product [CH3:36][N:2]([CH3:1])[CH:3]([CH2:15][O:16][CH2:17][CH2:18][CH2:19][CH2:20][CH2:21][CH2:22][CH2:23][CH2:24]/[CH:25]=[CH:26]\[CH2:28][CH2:29][CH2:30][CH2:31][CH2:32][CH2:33][CH2:34][CH3:35])[CH2:4][O:5][CH2:6][CH2:7][CH2:8][CH2:9][CH2:10][C:11]([O:13][CH3:14])=[O:12], predict the reactants needed to synthesize it.